From a dataset of NCI-60 drug combinations with 297,098 pairs across 59 cell lines. Regression. Given two drug SMILES strings and cell line genomic features, predict the synergy score measuring deviation from expected non-interaction effect. (1) Drug 1: CC1=C(N=C(N=C1N)C(CC(=O)N)NCC(C(=O)N)N)C(=O)NC(C(C2=CN=CN2)OC3C(C(C(C(O3)CO)O)O)OC4C(C(C(C(O4)CO)O)OC(=O)N)O)C(=O)NC(C)C(C(C)C(=O)NC(C(C)O)C(=O)NCCC5=NC(=CS5)C6=NC(=CS6)C(=O)NCCC[S+](C)C)O. Drug 2: CN(CC1=CN=C2C(=N1)C(=NC(=N2)N)N)C3=CC=C(C=C3)C(=O)NC(CCC(=O)O)C(=O)O. Cell line: T-47D. Synergy scores: CSS=5.61, Synergy_ZIP=-0.937, Synergy_Bliss=1.57, Synergy_Loewe=1.45, Synergy_HSA=0.139. (2) Drug 2: CCCCC(=O)OCC(=O)C1(CC(C2=C(C1)C(=C3C(=C2O)C(=O)C4=C(C3=O)C=CC=C4OC)O)OC5CC(C(C(O5)C)O)NC(=O)C(F)(F)F)O. Drug 1: C1=CC(=C2C(=C1NCCNCCO)C(=O)C3=C(C=CC(=C3C2=O)O)O)NCCNCCO. Cell line: HT29. Synergy scores: CSS=42.6, Synergy_ZIP=1.41, Synergy_Bliss=-0.184, Synergy_Loewe=-0.219, Synergy_HSA=-1.74. (3) Drug 1: CC1=C(C=C(C=C1)NC(=O)C2=CC=C(C=C2)CN3CCN(CC3)C)NC4=NC=CC(=N4)C5=CN=CC=C5. Drug 2: C1=NNC2=C1C(=O)NC=N2. Cell line: HCC-2998. Synergy scores: CSS=-7.35, Synergy_ZIP=1.45, Synergy_Bliss=-5.41, Synergy_Loewe=-8.62, Synergy_HSA=-9.79.